Dataset: Forward reaction prediction with 1.9M reactions from USPTO patents (1976-2016). Task: Predict the product of the given reaction. (1) Given the reactants [CH2:1]([N:8]1[CH2:13][CH2:12][O:11][CH:10]([CH:14]=[CH:15][C:16]2[CH:17]=[C:18]([CH:35]=[C:36](Cl)[CH:37]=2)[CH2:19][O:20][C:21]2[CH:26]=[CH:25][CH:24]=[CH:23][C:22]=2[CH2:27][C:28]([O:30][C:31]([CH3:34])([CH3:33])[CH3:32])=[O:29])[CH2:9]1)[C:2]1[CH:7]=[CH:6][CH:5]=[CH:4][CH:3]=1.[C:39]([O:43][C:44]([NH:46][C@@H:47]([C:49]1[C:50]([F:78])=[C:51](C2C=C(O)C=C(COC3C=CC=CC=3CC(OC(C)(C)C)=O)C=2)[CH:52]=[CH:53][CH:54]=1)[CH3:48])=[O:45])([CH3:42])([CH3:41])[CH3:40], predict the reaction product. The product is: [CH2:1]([N:8]1[CH2:13][CH2:12][O:11][CH:10]([CH:14]=[CH:15][C:16]2[CH:17]=[C:18]([CH2:19][O:20][C:21]3[CH:26]=[CH:25][CH:24]=[CH:23][C:22]=3[CH2:27][C:28]([O:30][C:31]([CH3:34])([CH3:33])[CH3:32])=[O:29])[CH:35]=[C:36]([C:51]3[CH:52]=[CH:53][CH:54]=[C:49]([C@H:47]([NH:46][C:44]([O:43][C:39]([CH3:42])([CH3:41])[CH3:40])=[O:45])[CH3:48])[C:50]=3[F:78])[CH:37]=2)[CH2:9]1)[C:2]1[CH:7]=[CH:6][CH:5]=[CH:4][CH:3]=1. (2) Given the reactants [F:1][C:2]1[CH:3]=[C:4]2[C:11]([C:12]3[N:13]=[N:14][C:15]4[C:20]([CH3:22])([CH3:21])[C:19](=[O:23])[NH:18][C:16]=4[N:17]=3)=[N:10][NH:9][C:5]2=[N:6][C:7]=1[CH3:8].C(=O)([O-])[O-].[Cs+].[Cs+].Br[CH2:31][C:32]1[CH:37]=[CH:36][C:35]([CH3:38])=[C:34]([F:39])[CH:33]=1, predict the reaction product. The product is: [F:1][C:2]1[CH:3]=[C:4]2[C:11]([C:12]3[N:13]=[N:14][C:15]4[C:20]([CH3:21])([CH3:22])[C:19](=[O:23])[NH:18][C:16]=4[N:17]=3)=[N:10][N:9]([CH2:31][C:32]3[CH:37]=[CH:36][C:35]([CH3:38])=[C:34]([F:39])[CH:33]=3)[C:5]2=[N:6][C:7]=1[CH3:8]. (3) Given the reactants [CH:1]1([C:4]2[CH:5]=[N:6][C:7]([NH:17][C:18]3[CH:26]=[C:25]4[C:21]([C:22]([C:27]5[CH:32]=[CH:31][CH:30]=[CH:29][CH:28]=5)=[CH:23][NH:24]4)=[CH:20][CH:19]=3)=[C:8]([CH:16]=2)[C:9]([O:11][CH2:12][CH2:13][CH2:14][CH3:15])=[O:10])[CH2:3][CH2:2]1.[H-].[Na+].Br[CH2:36][CH:37]1[CH2:39][CH2:38]1.Cl, predict the reaction product. The product is: [CH:1]1([C:4]2[CH:5]=[N:6][C:7]([NH:17][C:18]3[CH:26]=[C:25]4[C:21]([C:22]([C:27]5[CH:32]=[CH:31][CH:30]=[CH:29][CH:28]=5)=[CH:23][N:24]4[CH2:36][CH:37]4[CH2:39][CH2:38]4)=[CH:20][CH:19]=3)=[C:8]([CH:16]=2)[C:9]([O:11][CH2:12][CH:13]2[CH2:15][CH2:14]2)=[O:10])[CH2:3][CH2:2]1. (4) Given the reactants C(OC([N:8]1[CH2:16][C:15]2[C:10](=[CH:11][C:12]([N:18]3[CH2:23][CH2:22][CH2:21][CH2:20][CH2:19]3)=[C:13]([Cl:17])[CH:14]=2)[CH2:9]1)=O)(C)(C)C.Cl, predict the reaction product. The product is: [ClH:17].[Cl:17][C:13]1[CH:14]=[C:15]2[C:10](=[CH:11][C:12]=1[N:18]1[CH2:23][CH2:22][CH2:21][CH2:20][CH2:19]1)[CH2:9][NH:8][CH2:16]2.